Regression. Given two drug SMILES strings and cell line genomic features, predict the synergy score measuring deviation from expected non-interaction effect. From a dataset of NCI-60 drug combinations with 297,098 pairs across 59 cell lines. (1) Drug 1: CC1CCC2CC(C(=CC=CC=CC(CC(C(=O)C(C(C(=CC(C(=O)CC(OC(=O)C3CCCCN3C(=O)C(=O)C1(O2)O)C(C)CC4CCC(C(C4)OC)OCCO)C)C)O)OC)C)C)C)OC. Drug 2: N.N.Cl[Pt+2]Cl. Cell line: OVCAR-4. Synergy scores: CSS=68.0, Synergy_ZIP=-2.70, Synergy_Bliss=0.419, Synergy_Loewe=-4.52, Synergy_HSA=2.02. (2) Drug 1: CNC(=O)C1=CC=CC=C1SC2=CC3=C(C=C2)C(=NN3)C=CC4=CC=CC=N4. Drug 2: C1CC(=O)NC(=O)C1N2CC3=C(C2=O)C=CC=C3N. Cell line: RXF 393. Synergy scores: CSS=1.84, Synergy_ZIP=-1.11, Synergy_Bliss=-0.939, Synergy_Loewe=-0.435, Synergy_HSA=-0.422. (3) Drug 1: CCC1=C2CN3C(=CC4=C(C3=O)COC(=O)C4(CC)O)C2=NC5=C1C=C(C=C5)O. Drug 2: CC1CCC2CC(C(=CC=CC=CC(CC(C(=O)C(C(C(=CC(C(=O)CC(OC(=O)C3CCCCN3C(=O)C(=O)C1(O2)O)C(C)CC4CCC(C(C4)OC)OCCO)C)C)O)OC)C)C)C)OC. Cell line: NCI-H460. Synergy scores: CSS=22.3, Synergy_ZIP=-4.19, Synergy_Bliss=0.151, Synergy_Loewe=0.631, Synergy_HSA=2.19. (4) Drug 1: C1=CN(C(=O)N=C1N)C2C(C(C(O2)CO)O)O.Cl. Drug 2: CS(=O)(=O)CCNCC1=CC=C(O1)C2=CC3=C(C=C2)N=CN=C3NC4=CC(=C(C=C4)OCC5=CC(=CC=C5)F)Cl. Cell line: ACHN. Synergy scores: CSS=51.9, Synergy_ZIP=-3.27, Synergy_Bliss=0.439, Synergy_Loewe=-22.4, Synergy_HSA=2.62.